This data is from NCI-60 drug combinations with 297,098 pairs across 59 cell lines. The task is: Regression. Given two drug SMILES strings and cell line genomic features, predict the synergy score measuring deviation from expected non-interaction effect. (1) Drug 1: C1CN1P(=S)(N2CC2)N3CC3. Drug 2: CC(C)CN1C=NC2=C1C3=CC=CC=C3N=C2N. Cell line: SF-539. Synergy scores: CSS=14.3, Synergy_ZIP=-6.22, Synergy_Bliss=-4.24, Synergy_Loewe=-3.66, Synergy_HSA=-4.62. (2) Drug 1: CN(CC1=CN=C2C(=N1)C(=NC(=N2)N)N)C3=CC=C(C=C3)C(=O)NC(CCC(=O)O)C(=O)O. Drug 2: N.N.Cl[Pt+2]Cl. Cell line: UO-31. Synergy scores: CSS=14.8, Synergy_ZIP=-7.19, Synergy_Bliss=-6.46, Synergy_Loewe=-7.91, Synergy_HSA=-8.16. (3) Drug 1: COC1=C(C=C2C(=C1)N=CN=C2NC3=CC(=C(C=C3)F)Cl)OCCCN4CCOCC4. Drug 2: C1CN(P(=O)(OC1)NCCCl)CCCl. Cell line: NCI/ADR-RES. Synergy scores: CSS=23.4, Synergy_ZIP=1.34, Synergy_Bliss=5.67, Synergy_Loewe=-19.2, Synergy_HSA=4.82. (4) Drug 1: COC1=NC(=NC2=C1N=CN2C3C(C(C(O3)CO)O)O)N. Drug 2: CC12CCC3C(C1CCC2O)C(CC4=C3C=CC(=C4)O)CCCCCCCCCS(=O)CCCC(C(F)(F)F)(F)F. Cell line: A549. Synergy scores: CSS=25.4, Synergy_ZIP=1.34, Synergy_Bliss=3.91, Synergy_Loewe=-6.52, Synergy_HSA=4.24. (5) Drug 1: C1=CC(=C2C(=C1NCCNCCO)C(=O)C3=C(C=CC(=C3C2=O)O)O)NCCNCCO. Drug 2: C1CN(CCN1C(=O)CCBr)C(=O)CCBr. Cell line: DU-145. Synergy scores: CSS=54.1, Synergy_ZIP=-0.858, Synergy_Bliss=0.221, Synergy_Loewe=-6.91, Synergy_HSA=3.03. (6) Drug 1: C1=CN(C(=O)N=C1N)C2C(C(C(O2)CO)O)O.Cl. Drug 2: CC1=C(C=C(C=C1)NC(=O)C2=CC=C(C=C2)CN3CCN(CC3)C)NC4=NC=CC(=N4)C5=CN=CC=C5. Cell line: OVCAR-4. Synergy scores: CSS=6.08, Synergy_ZIP=-1.94, Synergy_Bliss=-1.06, Synergy_Loewe=-0.133, Synergy_HSA=-0.280. (7) Drug 1: C1CCC(C1)C(CC#N)N2C=C(C=N2)C3=C4C=CNC4=NC=N3. Drug 2: C1=CC(=CC=C1CCCC(=O)O)N(CCCl)CCCl. Cell line: SF-539. Synergy scores: CSS=20.6, Synergy_ZIP=-6.57, Synergy_Bliss=-5.91, Synergy_Loewe=-7.89, Synergy_HSA=-4.39. (8) Drug 1: CCN(CC)CCNC(=O)C1=C(NC(=C1C)C=C2C3=C(C=CC(=C3)F)NC2=O)C. Drug 2: CCC1(C2=C(COC1=O)C(=O)N3CC4=CC5=C(C=CC(=C5CN(C)C)O)N=C4C3=C2)O.Cl. Cell line: SK-MEL-5. Synergy scores: CSS=20.8, Synergy_ZIP=-2.01, Synergy_Bliss=-3.55, Synergy_Loewe=-36.3, Synergy_HSA=-3.26. (9) Drug 1: COC1=CC(=CC(=C1O)OC)C2C3C(COC3=O)C(C4=CC5=C(C=C24)OCO5)OC6C(C(C7C(O6)COC(O7)C8=CC=CS8)O)O. Drug 2: CNC(=O)C1=NC=CC(=C1)OC2=CC=C(C=C2)NC(=O)NC3=CC(=C(C=C3)Cl)C(F)(F)F. Cell line: MALME-3M. Synergy scores: CSS=39.7, Synergy_ZIP=-4.39, Synergy_Bliss=2.46, Synergy_Loewe=-15.6, Synergy_HSA=2.51. (10) Drug 1: CC1=C(N=C(N=C1N)C(CC(=O)N)NCC(C(=O)N)N)C(=O)NC(C(C2=CN=CN2)OC3C(C(C(C(O3)CO)O)O)OC4C(C(C(C(O4)CO)O)OC(=O)N)O)C(=O)NC(C)C(C(C)C(=O)NC(C(C)O)C(=O)NCCC5=NC(=CS5)C6=NC(=CS6)C(=O)NCCC[S+](C)C)O. Drug 2: CC(C)CN1C=NC2=C1C3=CC=CC=C3N=C2N. Cell line: CCRF-CEM. Synergy scores: CSS=35.2, Synergy_ZIP=4.57, Synergy_Bliss=4.96, Synergy_Loewe=7.32, Synergy_HSA=6.13.